This data is from Reaction yield outcomes from USPTO patents with 853,638 reactions. The task is: Predict the reaction yield, written as a fraction of the theoretical maximum amount of product (1.0 means a 100% yield; for example, 0.34 means a 34% yield). (1) The reactants are C([Si](C)(C)[O:6][C:7]1[CH:12]=[CH:11][C:10]([C:13]2[CH:14]=[C:15]3[C:20](=[CH:21][CH:22]=2)[C:19]([N+:23]([O-:25])=[O:24])=[C:18]([OH:26])[CH:17]=[CH:16]3)=[CH:9][CH:8]=1)(C)(C)C.CCCC[N+](CCCC)(CCCC)CCCC.[F-]. The catalyst is C1COCC1.O. The product is [OH:6][C:7]1[CH:8]=[CH:9][C:10]([C:13]2[CH:14]=[C:15]3[C:20](=[CH:21][CH:22]=2)[C:19]([N+:23]([O-:25])=[O:24])=[C:18]([OH:26])[CH:17]=[CH:16]3)=[CH:11][CH:12]=1. The yield is 0.610. (2) The reactants are [Cl:1][C:2]1[CH:7]=[C:6]2[NH:8][C:9](=[O:27])[C@:10]3([CH:15]([CH:16]([CH3:18])[CH3:17])[CH2:14][C:13](=O)[NH:12][C@H:11]3[C:20]3[CH:25]=[CH:24][CH:23]=[C:22]([Cl:26])[CH:21]=3)[C:5]2=[CH:4][CH:3]=1.COC1C=CC(P2(=S)SP(=S)(C3C=CC(OC)=CC=3)[S:37]2)=CC=1. The catalyst is C1(C)C=CC=CC=1. The product is [Cl:1][C:2]1[CH:7]=[C:6]2[NH:8][C:9](=[O:27])[C@:10]3([CH:15]([CH:16]([CH3:18])[CH3:17])[CH2:14][C:13](=[S:37])[NH:12][C@H:11]3[C:20]3[CH:25]=[CH:24][CH:23]=[C:22]([Cl:26])[CH:21]=3)[C:5]2=[CH:4][CH:3]=1. The yield is 0.920. (3) The reactants are [C:1]1([CH3:21])[CH:6]=[CH:5][CH:4]=[C:3]([NH:7][C:8]([N:10]2[CH2:15][CH2:14][N:13](C(OCC)=O)[CH2:12][CH2:11]2)=[O:9])[CH:2]=1.I[Si](C)(C)C. The catalyst is ClCCl. The product is [C:1]1([CH3:21])[CH:6]=[CH:5][CH:4]=[C:3]([NH:7][C:8]([N:10]2[CH2:15][CH2:14][NH:13][CH2:12][CH2:11]2)=[O:9])[CH:2]=1. The yield is 1.00.